This data is from Full USPTO retrosynthesis dataset with 1.9M reactions from patents (1976-2016). The task is: Predict the reactants needed to synthesize the given product. (1) Given the product [CH3:12][O:13][C:14]1[CH:22]=[C:21]2[C:17]([CH:18]=[C:19]([CH2:23][NH:11][C:8]34[CH2:10][CH:4]5[CH2:5][CH:6]([CH2:1][CH:2]([CH2:3]5)[CH2:9]3)[CH2:7]4)[NH:20]2)=[CH:16][CH:15]=1, predict the reactants needed to synthesize it. The reactants are: [CH2:1]1[CH:6]2[CH2:7][C:8]3([NH2:11])[CH2:10][CH:4]([CH2:5]2)[CH2:3][CH:2]1[CH2:9]3.[CH3:12][O:13][C:14]1[CH:22]=[C:21]2[C:17]([CH:18]=[C:19]([CH:23]=O)[NH:20]2)=[CH:16][CH:15]=1. (2) Given the product [CH3:18][O:17][C:13]1[CH:12]=[C:11]([C:9]2[N:10]=[C:4]3[CH:3]=[C:2]([N:19]4[CH2:24][CH2:23][O:22][CH2:21][CH2:20]4)[CH:7]=[CH:6][N:5]3[CH:8]=2)[CH:16]=[CH:15][CH:14]=1, predict the reactants needed to synthesize it. The reactants are: Br[C:2]1[CH:7]=[CH:6][N:5]2[CH:8]=[C:9]([C:11]3[CH:16]=[CH:15][CH:14]=[C:13]([O:17][CH3:18])[CH:12]=3)[N:10]=[C:4]2[CH:3]=1.[NH:19]1[CH2:24][CH2:23][O:22][CH2:21][CH2:20]1. (3) The reactants are: [Cl:1][C:2]1[C:7]([Cl:8])=[CH:6][CH:5]=[CH:4][C:3]=1[C:9]1[CH:10]=[C:11]([CH2:15][CH2:16][NH2:17])[CH:12]=[N:13][CH:14]=1.[CH2:18]([S:20](Cl)(=[O:22])=[O:21])[CH3:19]. Given the product [Cl:1][C:2]1[C:7]([Cl:8])=[CH:6][CH:5]=[CH:4][C:3]=1[C:9]1[CH:10]=[C:11]([CH2:15][CH2:16][NH:17][S:20]([CH2:18][CH3:19])(=[O:22])=[O:21])[CH:12]=[N:13][CH:14]=1, predict the reactants needed to synthesize it.